From a dataset of Forward reaction prediction with 1.9M reactions from USPTO patents (1976-2016). Predict the product of the given reaction. (1) Given the reactants [CH2:1]([O:3][C:4](=[O:17])[CH2:5][CH:6]1[O:10][B:9]([OH:11])[C:8]2[CH:12]=[C:13]([OH:16])[CH:14]=[CH:15][C:7]1=2)[CH3:2].[H-].[Na+].[C:20]([O:24][C:25](=[O:31])[NH:26][CH2:27][CH2:28][CH2:29]Br)([CH3:23])([CH3:22])[CH3:21].[CH3:32]N(C=O)C, predict the reaction product. The product is: [CH2:1]([O:3][C:4](=[O:17])[CH2:5][CH:6]1[O:10][B:9]([OH:11])[C:8]2[CH:12]=[C:13]([O:16][CH2:29][CH2:28][CH2:27][NH:26][C:25]([O:24][C:20]([CH3:23])([CH3:22])[CH3:21])=[O:31])[CH:14]=[C:15]([CH3:32])[C:7]1=2)[CH3:2]. (2) Given the reactants FC(F)(F)S(O[C:7]1[C:16]2[CH2:15][CH2:14][CH2:13][CH2:12][C:11]=2[N:10]=[C:9]([O:17][CH2:18][C:19]2[CH:24]=[CH:23][CH:22]=[CH:21][N:20]=2)[CH:8]=1)(=O)=O.[CH3:27][C:28]1[N:33]=[CH:32][C:31]([Si](C)(C)C)=[CH:30][N:29]=1.CN1C(=O)CCC1.CCOCC, predict the reaction product. The product is: [CH3:27][C:28]1[N:33]=[CH:32][C:31]([C:7]2[C:16]3[CH2:15][CH2:14][CH2:13][CH2:12][C:11]=3[N:10]=[C:9]([O:17][CH2:18][C:19]3[CH:24]=[CH:23][CH:22]=[CH:21][N:20]=3)[CH:8]=2)=[CH:30][N:29]=1. (3) The product is: [C:1]([C:5]1[CH:12]=[CH:11][C:8]([C:9]#[N:10])=[C:7]([O:15][CH3:14])[N:6]=1)([CH3:4])([CH3:3])[CH3:2]. Given the reactants [C:1]([C:5]1[CH:12]=[CH:11][C:8]([C:9]#[N:10])=[C:7](Cl)[N:6]=1)([CH3:4])([CH3:3])[CH3:2].[CH3:14][O-:15].[Na+].[NH4+].[Cl-], predict the reaction product. (4) Given the reactants [CH3:1][N:2]([C:13]1[CH:18]=[CH:17][C:16]([C@H:19]2[N:27]3[C@@H:22]([CH2:23][CH2:24][CH2:25][CH2:26]3)[CH2:21][CH2:20]2)=[CH:15][CH:14]=1)[C:3](=O)[CH:4]=[CH:5]N1CCCCC1.B, predict the reaction product. The product is: [CH3:1][N:2]([C:13]1[CH:14]=[CH:15][C:16]([C@H:19]2[N:27]3[C@@H:22]([CH2:23][CH2:24][CH2:25][CH2:26]3)[CH2:21][CH2:20]2)=[CH:17][CH:18]=1)[CH2:3][CH2:4][CH2:5][CH:25]1[CH2:24][CH2:23][CH2:22][NH:27][CH2:26]1. (5) Given the reactants [CH3:1][O:2][C:3](=[O:27])[CH:4]([NH2:26])[CH2:5][C:6]1[CH:15]=[C:14]2[C:9]([CH2:10][CH2:11][N:12]([C:16](=[O:25])[C:17]3[C:22]([Cl:23])=[CH:21][CH:20]=[CH:19][C:18]=3[Cl:24])[CH2:13]2)=[CH:8][CH:7]=1.[Cl:28][C:29]1[CH:37]=[CH:36][CH:35]=[C:34]([Cl:38])[C:30]=1[C:31](Cl)=[O:32], predict the reaction product. The product is: [CH3:1][O:2][C:3](=[O:27])[CH:4]([NH:26][C:31](=[O:32])[C:30]1[C:29]([Cl:28])=[CH:37][CH:36]=[CH:35][C:34]=1[Cl:38])[CH2:5][C:6]1[CH:15]=[C:14]2[C:9]([CH2:10][CH2:11][N:12]([C:16](=[O:25])[C:17]3[C:18]([Cl:24])=[CH:19][CH:20]=[CH:21][C:22]=3[Cl:23])[CH2:13]2)=[CH:8][CH:7]=1. (6) Given the reactants C(Cl)Cl.[C:4]1([CH2:10][CH2:11][CH2:12][NH2:13])[CH:9]=[CH:8][CH:7]=[CH:6][CH:5]=1.[N+:14]([C:17]1[CH:22]=[CH:21][CH:20]=[CH:19][C:18]=1[S:23](Cl)(=[O:25])=[O:24])([O-:16])=[O:15], predict the reaction product. The product is: [N+:14]([C:17]1[CH:22]=[CH:21][CH:20]=[CH:19][C:18]=1[S:23]([NH:13][CH2:12][CH2:11][CH2:10][C:4]1[CH:9]=[CH:8][CH:7]=[CH:6][CH:5]=1)(=[O:25])=[O:24])([O-:16])=[O:15]. (7) Given the reactants [CH3:1][C:2]1[CH:11]=[C:10]([CH3:12])[CH:9]=[C:8]2[C:3]=1[CH2:4][CH2:5][CH2:6][CH:7]2[C:13]1[NH:14][CH2:15][CH2:16][N:17]=1, predict the reaction product. The product is: [CH3:1][C:2]1[CH:11]=[C:10]([CH3:12])[CH:9]=[C:8]2[C:3]=1[CH2:4][CH2:5][CH2:6][CH:7]2[C:13]1[NH:17][CH:16]=[CH:15][N:14]=1. (8) Given the reactants [CH3:1][S:2][C:3]1[S:7][C:6]([C:8]2[CH:16]=[CH:15][C:11]([C:12]([OH:14])=O)=[CH:10][CH:9]=2)=[CH:5][CH:4]=1.[Li].CCN=C=NCCCN(C)C.Cl.C1C=CC2N(O)N=NC=2C=1.CCN(C(C)C)C(C)C.[NH:49]1[CH2:53][CH2:52][CH2:51][C@H:50]1[CH2:54][N:55]1[CH2:59][CH2:58][CH2:57][CH2:56]1, predict the reaction product. The product is: [CH3:1][S:2][C:3]1[S:7][C:6]([C:8]2[CH:9]=[CH:10][C:11]([C:12]([N:49]3[CH2:53][CH2:52][CH2:51][C@H:50]3[CH2:54][N:55]3[CH2:59][CH2:58][CH2:57][CH2:56]3)=[O:14])=[CH:15][CH:16]=2)=[CH:5][CH:4]=1. (9) The product is: [NH2:23][C:18]1[N:17]=[C:16]([CH2:24][CH2:25][CH2:26][CH3:27])[N:15]=[C:14]2[C:19]=1[N:20]=[C:21]([O:28][CH3:31])[N:13]2[CH2:12][C:9]1[CH:10]=[CH:11][C:6]([CH2:5][OH:4])=[CH:7][CH:8]=1. Given the reactants C([O:4][CH2:5][C:6]1[CH:11]=[CH:10][C:9]([CH2:12][N:13]2[C:21](Br)=[N:20][C:19]3[C:14]2=[N:15][C:16]([CH2:24][CH2:25][CH2:26][CH3:27])=[N:17][C:18]=3[NH2:23])=[CH:8][CH:7]=1)(=O)C.[OH-:28].[Na+].Cl.[CH3:31]O, predict the reaction product.